This data is from Forward reaction prediction with 1.9M reactions from USPTO patents (1976-2016). The task is: Predict the product of the given reaction. (1) Given the reactants [F:1][C:2]1[CH:7]=[CH:6][C:5]([C:8]2[CH:13]=[CH:12][N:11]=[CH:10][C:9]=2[NH:14][CH3:15])=[C:4]([O:16][CH3:17])[CH:3]=1.[CH3:18][S:19]([C:22]1[CH:23]=[C:24]([CH:28]=[C:29]([C:31]([F:34])([F:33])[F:32])[CH:30]=1)[C:25]([OH:27])=O)(=[O:21])=[O:20], predict the reaction product. The product is: [F:1][C:2]1[CH:7]=[CH:6][C:5]([C:8]2[CH:13]=[CH:12][N:11]=[CH:10][C:9]=2[N:14]([CH3:15])[C:25](=[O:27])[C:24]2[CH:28]=[C:29]([C:31]([F:34])([F:33])[F:32])[CH:30]=[C:22]([S:19]([CH3:18])(=[O:20])=[O:21])[CH:23]=2)=[C:4]([O:16][CH3:17])[CH:3]=1. (2) The product is: [F:1][CH:2]([F:22])[C:3]1[CH:4]=[C:5]([C:9]2[CH:18]=[CH:17][C:16]3[C:11](=[C:12]([C:19]([NH:28][C:24]4[S:23][CH:27]=[CH:26][N:25]=4)=[O:21])[CH:13]=[CH:14][CH:15]=3)[N:10]=2)[CH:6]=[CH:7][CH:8]=1. Given the reactants [F:1][CH:2]([F:22])[C:3]1[CH:4]=[C:5]([C:9]2[CH:18]=[CH:17][C:16]3[C:11](=[C:12]([C:19]([OH:21])=O)[CH:13]=[CH:14][CH:15]=3)[N:10]=2)[CH:6]=[CH:7][CH:8]=1.[S:23]1[CH:27]=[CH:26][N:25]=[C:24]1[NH2:28].CN(C(ON1N=NC2C=CC=NC1=2)=[N+](C)C)C.F[P-](F)(F)(F)(F)F.CCN(C(C)C)C(C)C.C([O-])(O)=O.[Na+], predict the reaction product. (3) Given the reactants [NH2:1][C:2]1[CH:3]=[C:4]([CH:17]=[CH:18][CH:19]=1)[CH2:5][C:6]1[C:15]2[CH2:14][CH2:13][CH2:12][CH2:11][C:10]=2[C:9](=[O:16])[NH:8][N:7]=1.[Cl:20][CH2:21][CH2:22][CH2:23][C:24](Cl)=[O:25], predict the reaction product. The product is: [Cl:20][CH2:21][CH2:22][CH2:23][C:24]([NH:1][C:2]1[CH:19]=[CH:18][CH:17]=[C:4]([CH2:5][C:6]2[C:15]3[CH2:14][CH2:13][CH2:12][CH2:11][C:10]=3[C:9](=[O:16])[NH:8][N:7]=2)[CH:3]=1)=[O:25]. (4) The product is: [C:1]([C:5]1[CH:6]=[C:7]([NH:23][C:39]([NH:38][C:35]2[CH:34]=[CH:33][C:32]([O:31][C:29]3[CH:30]=[C:25]([Cl:24])[N:26]=[CH:27][N:28]=3)=[CH:37][CH:36]=2)=[O:40])[N:8]([C:10]2[CH:11]=[CH:12][C:13]([CH2:16][N:17]3[CH2:18][CH2:19][O:20][CH2:21][CH2:22]3)=[CH:14][CH:15]=2)[N:9]=1)([CH3:4])([CH3:2])[CH3:3]. Given the reactants [C:1]([C:5]1[CH:6]=[C:7]([NH2:23])[N:8]([C:10]2[CH:15]=[CH:14][C:13]([CH2:16][N:17]3[CH2:22][CH2:21][O:20][CH2:19][CH2:18]3)=[CH:12][CH:11]=2)[N:9]=1)([CH3:4])([CH3:3])[CH3:2].[Cl:24][C:25]1[CH:30]=[C:29]([O:31][C:32]2[CH:37]=[CH:36][C:35]([N:38]=[C:39]=[O:40])=[CH:34][CH:33]=2)[N:28]=[CH:27][N:26]=1, predict the reaction product. (5) The product is: [CH:1]12[CH2:10][CH:5]3[CH2:6][CH:7]([CH2:9][CH:3]([CH2:4]3)[CH:2]1[NH:11][C:12]([C:14]1[CH:15]=[N:16][N:17]([CH3:20])[C:18]=1[NH:24][CH2:23][CH2:21][OH:22])=[O:13])[CH2:8]2. Given the reactants [CH:1]12[CH2:10][CH:5]3[CH2:6][CH:7]([CH2:9][CH:3]([CH2:4]3)[CH:2]1[NH:11][C:12]([C:14]1[CH:15]=[N:16][N:17]([CH3:20])[C:18]=1Cl)=[O:13])[CH2:8]2.[CH2:21]([CH2:23][NH2:24])[OH:22], predict the reaction product. (6) The product is: [Cl:23][C:24]1[CH:31]=[CH:30][C:27]([CH2:28][O:20][C:19]([C:17]2[CH:16]=[CH:15][CH:14]=[C:13]([C:9]3[CH2:10][CH2:11][CH2:12][C:8]=3[C:6]3[CH:7]=[C:2]([Cl:1])[CH:3]=[CH:4][C:5]=3[O:22][CH2:28][C:27]3[CH:30]=[CH:31][C:24]([Cl:23])=[CH:25][CH:26]=3)[N:18]=2)=[O:21])=[CH:26][CH:25]=1. Given the reactants [Cl:1][C:2]1[CH:3]=[CH:4][C:5]([OH:22])=[C:6]([C:8]2[CH2:12][CH2:11][CH2:10][C:9]=2[C:13]2[N:18]=[C:17]([C:19]([OH:21])=[O:20])[CH:16]=[CH:15][CH:14]=2)[CH:7]=1.[Cl:23][C:24]1[CH:31]=[CH:30][C:27]([CH2:28]Br)=[CH:26][CH:25]=1.C(=O)([O-])[O-].[K+].[K+], predict the reaction product. (7) Given the reactants [O:1]1[CH:5]=[CH:4][C:3]([CH:6]([NH:8][C:9]([C:11]2[C:19]3[C:14](=[N:15][CH:16]=[C:17]([C:20]4[C:28]5[C:23](=[CH:24][C:25]([F:29])=[CH:26][CH:27]=5)[N:22]([CH3:30])[N:21]=4)[N:18]=3)[N:13](COCC[Si](C)(C)C)[CH:12]=2)=[O:10])[CH3:7])=[N:2]1.FC(F)(F)C(O)=O.C(N)CN, predict the reaction product. The product is: [O:1]1[CH:5]=[CH:4][C:3]([CH:6]([NH:8][C:9]([C:11]2[C:19]3[C:14](=[N:15][CH:16]=[C:17]([C:20]4[C:28]5[C:23](=[CH:24][C:25]([F:29])=[CH:26][CH:27]=5)[N:22]([CH3:30])[N:21]=4)[N:18]=3)[NH:13][CH:12]=2)=[O:10])[CH3:7])=[N:2]1.